Dataset: Forward reaction prediction with 1.9M reactions from USPTO patents (1976-2016). Task: Predict the product of the given reaction. (1) Given the reactants [S:1]1[CH2:7][C:5](=[O:6])[NH:4][C:2]1=S.[F:8][C:9]1[CH:16]=[C:13]([CH:14]=O)[C:12]([OH:17])=[CH:11][CH:10]=1.[CH3:18][N:19]([CH3:25])[C@@H:20]1[CH2:24][CH2:23][NH:22][CH2:21]1.[ClH:26].O1CCOCC1, predict the reaction product. The product is: [Cl-:26].[F:8][C:9]1[CH:10]=[CH:11][C:12]([OH:17])=[C:13](/[CH:14]=[C:7]2/[C:5](=[O:6])[N:4]=[C:2]([N:22]3[CH2:23][CH2:24][C@@H:20]([NH+:19]([CH3:25])[CH3:18])[CH2:21]3)[S:1]/2)[CH:16]=1. (2) The product is: [CH3:1][C:2]1[C:3]([CH2:22][NH2:23])=[C:4]([CH3:21])[CH:5]=[C:6]([CH3:20])[C:7]=1[CH2:8][NH2:9]. Given the reactants [CH3:1][C:2]1[C:7]([CH2:8][N:9]2C(=O)C3C(=CC=CC=3)C2=O)=[C:6]([CH3:20])[CH:5]=[C:4]([CH3:21])[C:3]=1[CH2:22][N:23]1C(=O)C2C(=CC=CC=2)C1=O.O.NN, predict the reaction product. (3) Given the reactants [F:1][C:2]([F:8])([F:7])[CH2:3][C:4](O)=[O:5].C(Cl)(=O)C(Cl)=O.[O:15]1[CH:19]=[CH:18][CH:17]=[C:16]1[C:20]1[N:25]=[C:24]([NH2:26])[CH:23]=[C:22]([N:27]2[CH:31]=[CH:30][CH:29]=[N:28]2)[N:21]=1.N1C=CC=CC=1, predict the reaction product. The product is: [F:1][C:2]([F:8])([F:7])[CH2:3][C:4]([NH:26][C:24]1[CH:23]=[C:22]([N:27]2[CH:31]=[CH:30][CH:29]=[N:28]2)[N:21]=[C:20]([C:16]2[O:15][CH:19]=[CH:18][CH:17]=2)[N:25]=1)=[O:5]. (4) Given the reactants Cl[C:2]1[C:11]([C:12]2[N:13](C(OC(C)(C)C)=O)[C:14]3[C:19]([CH:20]=2)=[CH:18][C:17]([OH:21])=[CH:16][CH:15]=3)=[CH:10][C:9]2[C:4](=[CH:5][CH:6]=[CH:7][CH:8]=2)[N:3]=1.Cl.Cl[CH2:31][CH2:32][N:33]1[CH2:38][CH2:37][CH2:36][CH2:35][CH2:34]1.C(=O)([O-])[O-:40].[Cs+].[Cs+], predict the reaction product. The product is: [N:33]1([CH2:32][CH2:31][O:21][C:17]2[CH:18]=[C:19]3[C:14](=[CH:15][CH:16]=2)[NH:13][C:12]([C:11]2[C:2](=[O:40])[NH:3][C:4]4[C:9]([CH:10]=2)=[CH:8][CH:7]=[CH:6][CH:5]=4)=[CH:20]3)[CH2:38][CH2:37][CH2:36][CH2:35][CH2:34]1. (5) Given the reactants O.[OH-].[Li+].[F:4][C:5]([F:15])([F:14])[C:6]1[NH:10][N:9]=[CH:8][C:7]=1[C:11]([O-:13])=[O:12].CO.Cl, predict the reaction product. The product is: [F:15][C:5]([F:4])([F:14])[C:6]1[NH:10][N:9]=[CH:8][C:7]=1[C:11]([OH:13])=[O:12]. (6) Given the reactants C1C2C(C[O:15][C:16]([N:18]3[CH2:23][C@@H:22]([C:24](=[O:47])[NH:25][CH2:26][C:27]4([CH2:41][CH2:42][CH2:43][CH2:44][O:45][CH3:46])[C:40]5[CH:39]=[CH:38][CH:37]=[CH:36][C:35]=5[O:34][C:33]5[C:28]4=[CH:29][CH:30]=[CH:31][CH:32]=5)[CH2:21][C@@H:20]([NH:48][S:49]([C:52]4[CH:57]=[CH:56][C:55]([C:58](O)=[O:59])=[CH:54][CH:53]=4)(=[O:51])=[O:50])[CH2:19]3)=[O:17])C3C(=CC=CC=3)C=2C=CC=1.[BH4-].[Na+], predict the reaction product. The product is: [C:22]([O:15][C:16]([N:18]1[CH2:23][C@@H:22]([C:24](=[O:47])[NH:25][CH2:26][C:27]2([CH2:41][CH2:42][CH2:43][CH2:44][O:45][CH3:46])[C:40]3[CH:39]=[CH:38][CH:37]=[CH:36][C:35]=3[O:34][C:33]3[C:28]2=[CH:29][CH:30]=[CH:31][CH:32]=3)[CH2:21][C@@H:20]([NH:48][S:49]([C:52]2[CH:57]=[CH:56][C:55]([CH2:58][OH:59])=[CH:54][CH:53]=2)(=[O:51])=[O:50])[CH2:19]1)=[O:17])([CH3:24])([CH3:23])[CH3:21].